Task: Predict which catalyst facilitates the given reaction.. Dataset: Catalyst prediction with 721,799 reactions and 888 catalyst types from USPTO (1) Reactant: [NH2:1][C:2]([NH2:4])=[S:3].Br[CH:6]([C:12](=O)[CH:13]([CH3:15])[CH3:14])[C:7]([O:9][CH2:10][CH3:11])=[O:8]. Product: [NH2:1][C:2]1[S:3][C:6]([C:7]([O:9][CH2:10][CH3:11])=[O:8])=[C:12]([CH:13]([CH3:15])[CH3:14])[N:4]=1. The catalyst class is: 8. (2) Reactant: [CH3:1][C:2]1([CH3:20])[C@@H:7]([C:8]([O:10][CH3:11])=[O:9])[CH2:6][C:5](OS(C(F)(F)F)(=O)=O)=[CH:4][CH2:3]1.CC([O-])=O.[K+].[CH3:26][C:27]1([CH3:43])[C:31]([CH3:33])([CH3:32])[O:30][B:29]([B:29]2[O:30][C:31]([CH3:33])([CH3:32])[C:27]([CH3:43])([CH3:26])[O:28]2)[O:28]1.ClCl. Product: [CH3:1][C:2]1([CH3:20])[C@@H:7]([C:8]([O:10][CH3:11])=[O:9])[CH2:6][C:5]([B:29]2[O:30][C:31]([CH3:33])([CH3:32])[C:27]([CH3:43])([CH3:26])[O:28]2)=[CH:4][CH2:3]1. The catalyst class is: 225. (3) Reactant: CO[C:3](=[O:20])[C:4]1[CH:9]=[CH:8][C:7]([CH2:10][N:11]2[CH2:16][CH2:15][CH2:14][N:13]3[CH2:17][CH2:18][CH2:19][CH:12]23)=[CH:6][CH:5]=1.[CH2:21]([NH2:27])[CH2:22][CH2:23][CH2:24][CH2:25][CH3:26].[C-]#N.[Na+].O. Product: [N:11]1([CH2:10][C:7]2[CH:6]=[CH:5][C:4]([C:3]([NH:27][CH2:21][CH2:22][CH2:23][CH2:24][CH2:25][CH3:26])=[O:20])=[CH:9][CH:8]=2)[CH2:16][CH2:15][CH2:14][N:13]2[CH2:17][CH2:18][CH2:19][CH:12]12. The catalyst class is: 4. (4) Product: [Br:1][C:2]1[C:7]2[N:8]=[C:9]([C:11]3[C:12](=[O:28])[NH:13][CH:14]=[CH:15][C:16]=3[NH:17][CH2:18][C@H:19]([C:21]3[CH:26]=[CH:25][CH:24]=[C:23]([Cl:27])[CH:22]=3)[OH:20])[NH:10][C:6]=2[CH:5]=[C:4]([CH2:29][N:31]2[CH2:36][CH2:35][O:34][CH2:33][CH2:32]2)[CH:3]=1. The catalyst class is: 5. Reactant: [Br:1][C:2]1[C:7]2[N:8]=[C:9]([C:11]3[C:12](=[O:28])[NH:13][CH:14]=[CH:15][C:16]=3[NH:17][CH2:18][C@H:19]([C:21]3[CH:26]=[CH:25][CH:24]=[C:23]([Cl:27])[CH:22]=3)[OH:20])[NH:10][C:6]=2[CH:5]=[C:4]([CH:29]=O)[CH:3]=1.[NH:31]1[CH2:36][CH2:35][O:34][CH2:33][CH2:32]1.[BH3-]C#N.[Na+]. (5) Reactant: Br[C:2]1[C:10]2[C:9]([NH:11][C@H:12]([C:14]3[N:19]([C:20]4[CH:25]=[CH:24][CH:23]=[CH:22][CH:21]=4)[C:18](=[O:26])[C:17]4=[C:27]([CH3:30])[CH:28]=[CH:29][N:16]4[N:15]=3)[CH3:13])=[N:8][CH:7]=[N:6][C:5]=2[N:4]([CH2:31][O:32][CH2:33][CH2:34][Si:35]([CH3:38])([CH3:37])[CH3:36])[CH:3]=1.CC1(C)C(C)(C)OB([C:47]2[CH:48]=[C:49]([NH:53][S:54]([CH3:57])(=[O:56])=[O:55])[CH:50]=[N:51][CH:52]=2)O1.C(=O)([O-])[O-].[Na+].[Na+].[Cl-].[NH4+]. Product: [CH3:30][C:27]1[CH:28]=[CH:29][N:16]2[C:17]=1[C:18](=[O:26])[N:19]([C:20]1[CH:25]=[CH:24][CH:23]=[CH:22][CH:21]=1)[C:14]([C@@H:12]([NH:11][C:9]1[C:10]3[C:2]([C:47]4[CH:48]=[C:49]([NH:53][S:54]([CH3:57])(=[O:56])=[O:55])[CH:50]=[N:51][CH:52]=4)=[CH:3][N:4]([CH2:31][O:32][CH2:33][CH2:34][Si:35]([CH3:38])([CH3:37])[CH3:36])[C:5]=3[N:6]=[CH:7][N:8]=1)[CH3:13])=[N:15]2. The catalyst class is: 427. (6) Reactant: [N+:1]([C:4]1[CH:5]=[C:6]([CH2:10][C:11]([NH:13][C@H:14]([C:16]([OH:18])=O)[CH3:15])=[O:12])[CH:7]=[CH:8][CH:9]=1)([O-:3])=[O:2].Cl.[CH2:20]([O:22][C:23](=[O:28])[C@H:24]([CH2:26][OH:27])[NH2:25])[CH3:21]. Product: [CH2:20]([O:22][C:23](=[O:28])[C@H:24]([CH2:26][OH:27])[NH:25][C:16](=[O:18])[C@H:14]([CH3:15])[NH:13][C:11](=[O:12])[CH2:10][C:6]1[CH:7]=[CH:8][CH:9]=[C:4]([N+:1]([O-:3])=[O:2])[CH:5]=1)[CH3:21]. The catalyst class is: 254. (7) Reactant: B(Br)(Br)Br.[NH2:5][C:6]1[N:11]=[C:10]([NH:12][CH2:13][CH2:14][CH2:15][CH3:16])[C:9]([CH2:17][C:18]2[CH:19]=[C:20]([CH2:26][C:27]([OH:29])=[O:28])[CH:21]=[CH:22][C:23]=2[O:24]C)=[C:8]([CH3:30])[N:7]=1.[CH3:31]O.Cl. The catalyst class is: 135. Product: [NH2:5][C:6]1[N:11]=[C:10]([NH:12][CH2:13][CH2:14][CH2:15][CH3:16])[C:9]([CH2:17][C:18]2[CH:19]=[C:20]([CH2:26][C:27]([O:29][CH3:31])=[O:28])[CH:21]=[CH:22][C:23]=2[OH:24])=[C:8]([CH3:30])[N:7]=1. (8) Reactant: [NH2:1][C:2]1[C:7]([C:8]#[N:9])=[C:6]([NH:10][C@H:11]([C:13]2[N:18]([C:19]3[CH:24]=[CH:23][CH:22]=[CH:21][CH:20]=3)[C:17](=[O:25])[C:16]3=[C:26]([S:29][C:30]4[CH:35]=[CH:34][CH:33]=[C:32]([O:36]C)[CH:31]=4)[CH:27]=[CH:28][N:15]3[N:14]=2)[CH3:12])[N:5]=[CH:4][N:3]=1.B(Br)(Br)Br. Product: [NH2:1][C:2]1[C:7]([C:8]#[N:9])=[C:6]([NH:10][C@H:11]([C:13]2[N:18]([C:19]3[CH:20]=[CH:21][CH:22]=[CH:23][CH:24]=3)[C:17](=[O:25])[C:16]3=[C:26]([S:29][C:30]4[CH:35]=[CH:34][CH:33]=[C:32]([OH:36])[CH:31]=4)[CH:27]=[CH:28][N:15]3[N:14]=2)[CH3:12])[N:5]=[CH:4][N:3]=1. The catalyst class is: 4. (9) Reactant: C(O[C:6]([N:8]1[CH2:11][CH:10]([C:12]2[CH:17]=[CH:16][C:15]([N+:18]([O-:20])=[O:19])=[CH:14][CH:13]=2)[CH2:9]1)=[O:7])(C)(C)C.[C:21](O)([C:23](F)(F)F)=O.C(Cl)(=O)CC.C(N(CC)CC)C. Product: [N+:18]([C:15]1[CH:14]=[CH:13][C:12]([CH:10]2[CH2:9][N:8]([C:6](=[O:7])[CH2:21][CH3:23])[CH2:11]2)=[CH:17][CH:16]=1)([O-:20])=[O:19]. The catalyst class is: 168. (10) Reactant: B(F)(F)F.CCOCC.[N@:10]1([C:17]([O:19][CH2:20][C:21]2[CH:26]=[CH:25][CH:24]=[CH:23][CH:22]=2)=[O:18])[CH2:12][CH:11]1[C:13]([O:15][CH3:16])=[O:14].[OH:27][CH2:28][CH2:29][N:30]([CH3:38])[C:31](=[O:37])[O:32][C:33]([CH3:36])([CH3:35])[CH3:34]. Product: [CH2:20]([O:19][C:17]([NH:10][C@@H:11]([CH2:12][O:27][CH2:28][CH2:29][N:30]([C:31]([O:32][C:33]([CH3:36])([CH3:35])[CH3:34])=[O:37])[CH3:38])[C:13]([O:15][CH3:16])=[O:14])=[O:18])[C:21]1[CH:22]=[CH:23][CH:24]=[CH:25][CH:26]=1. The catalyst class is: 452.